Dataset: Forward reaction prediction with 1.9M reactions from USPTO patents (1976-2016). Task: Predict the product of the given reaction. (1) Given the reactants CON(C)[C:4]([C:6]1[C:15](=[O:16])[C:14]2[C:9](=[CH:10][CH:11]=[CH:12][CH:13]=2)[N:8]([CH2:17][C:18]2[CH:23]=[CH:22][CH:21]=[C:20]([CH3:24])[N:19]=2)[CH:7]=1)=[O:5].[F:26][C:27]1[CH:28]=[C:29]([Mg]Br)[CH:30]=[CH:31][C:32]=1[O:33][CH3:34], predict the reaction product. The product is: [F:26][C:27]1[CH:28]=[C:29]([CH:30]=[CH:31][C:32]=1[O:33][CH3:34])[C:4]([C:6]1[C:15](=[O:16])[C:14]2[C:9](=[CH:10][CH:11]=[CH:12][CH:13]=2)[N:8]([CH2:17][C:18]2[CH:23]=[CH:22][CH:21]=[C:20]([CH3:24])[N:19]=2)[CH:7]=1)=[O:5]. (2) Given the reactants [CH2:1]([C:3]1[C:15]([OH:16])=[C:14]([CH2:17][CH3:18])[C:13]([CH:19]=[O:20])=[C:12]2[C:4]=1[CH2:5][CH2:6][C:7]1([O:11]2)[CH2:10][CH2:9][CH2:8]1)[CH3:2].[BH4-].[Na+].C(OCC)(=O)C, predict the reaction product. The product is: [CH2:1]([C:3]1[C:15]([OH:16])=[C:14]([CH2:17][CH3:18])[C:13]([CH2:19][OH:20])=[C:12]2[C:4]=1[CH2:5][CH2:6][C:7]1([O:11]2)[CH2:10][CH2:9][CH2:8]1)[CH3:2]. (3) Given the reactants [F:1][C:2]1[CH:3]=[CH:4][C:5]2[CH2:11][S:10](=[O:13])(=[O:12])[NH:9][N:8]=[C:7]([C:14]3[CH:19]=[CH:18][C:17]([F:20])=[CH:16][CH:15]=3)[C:6]=2[CH:21]=1.Br[CH2:23][CH:24]=[C:25]([CH3:27])[CH3:26], predict the reaction product. The product is: [F:1][C:2]1[CH:3]=[CH:4][C:5]2[CH2:11][S:10](=[O:12])(=[O:13])[N:9]([CH2:23][CH2:24][CH:25]([CH3:27])[CH3:26])[N:8]=[C:7]([C:14]3[CH:19]=[CH:18][C:17]([F:20])=[CH:16][CH:15]=3)[C:6]=2[CH:21]=1. (4) Given the reactants [Cl:1][C:2]1[CH:31]=[CH:30][C:5]2[N:6]([CH3:29])[C:7](=[O:28])[CH2:8][NH:9][C@@:10]([C@H:17]([O:21][C:22]3[N:27]=[CH:26][CH:25]=[CH:24][N:23]=3)[C:18]([OH:20])=O)([C:11]3[CH:16]=[CH:15][CH:14]=[CH:13][CH:12]=3)[C:4]=2[CH:3]=1.Cl[C:33]1N=CC(C)=CN=1, predict the reaction product. The product is: [Cl:1][C:2]1[CH:31]=[CH:30][C:5]2[N:6]([CH3:29])[C:7](=[O:28])[CH2:8][N:9]3[C:18](=[O:20])[C@@H:17]([O:21][C:22]4[N:27]=[CH:26][C:25]([CH3:33])=[CH:24][N:23]=4)[C@:10]3([C:11]3[CH:12]=[CH:13][CH:14]=[CH:15][CH:16]=3)[C:4]=2[CH:3]=1.